Dataset: Full USPTO retrosynthesis dataset with 1.9M reactions from patents (1976-2016). Task: Predict the reactants needed to synthesize the given product. (1) Given the product [C:22]([O:25][C@H:26]1[O:38][C@@H:37]([CH2:39][O:40][C:41](=[O:43])[CH3:42])[C@H:32]([O:33][C:34](=[O:36])[CH3:35])[C@@H:27]1[O:28][C:29](=[O:31])[CH3:30])(=[O:24])[CH3:23], predict the reactants needed to synthesize it. The reactants are: O=C[C@H]([C@H]([C@H](CO)O)O)O.S(=O)(=O)(O)O.C(=O)([O-])[O-].[Li+].[Li+].[C:22]([O:25][CH:26]1[O:38][C@@H:37]([CH2:39][O:40][C:41](=[O:43])[CH3:42])[C@H:32]([O:33][C:34](=[O:36])[CH3:35])[C@@H:27]1[O:28][C:29](=[O:31])[CH3:30])(=[O:24])[CH3:23]. (2) Given the product [CH:1]1([CH2:4][O:5][C:6]2[CH:7]=[CH:8][C:9]([CH2:12][OH:18])=[N:10][CH:11]=2)[CH2:2][CH2:3]1, predict the reactants needed to synthesize it. The reactants are: [CH:1]1([CH2:4][O:5][C:6]2[CH:7]=[CH:8][C:9]([CH3:12])=[N:10][CH:11]=2)[CH2:3][CH2:2]1.ClC1C=C(C=CC=1)C(OO)=[O:18].C(=O)(O)[O-].[Na+].C(=O)([O-])[O-].[K+].[K+]. (3) Given the product [CH:24]1([N:9]2[C:10]([OH:23])=[C:11]([C:14]([NH:16][CH2:17][C:18]([OH:20])=[O:19])=[O:15])[C:12](=[O:13])[N:7]([CH:1]3[CH2:2][CH2:3][CH2:4][CH2:5][CH2:6]3)[C:8]2=[O:30])[CH2:25][CH2:26][CH2:27][CH2:28][CH2:29]1, predict the reactants needed to synthesize it. The reactants are: [CH:1]1([N:7]2[C:12]([OH:13])=[C:11]([C:14]([NH:16][CH2:17][C:18]([O:20]CC)=[O:19])=[O:15])[C:10](=[O:23])[N:9]([CH:24]3[CH2:29][CH2:28][CH2:27][CH2:26][CH2:25]3)[C:8]2=[O:30])[CH2:6][CH2:5][CH2:4][CH2:3][CH2:2]1.[OH-].[Na+].Cl. (4) Given the product [CH2:16]([O:23][C:24]([N:26]1[CH2:31][CH2:30][CH2:29][C@H:28]([C:32](=[O:33])[NH:15][C:11]2[CH:10]=[C:9]([C:4]3[CH:5]=[CH:6][CH:7]=[CH:8][C:3]=3[O:2][CH3:1])[N:14]=[CH:13][N:12]=2)[CH2:27]1)=[O:25])[C:17]1[CH:22]=[CH:21][CH:20]=[CH:19][CH:18]=1, predict the reactants needed to synthesize it. The reactants are: [CH3:1][O:2][C:3]1[CH:8]=[CH:7][CH:6]=[CH:5][C:4]=1[C:9]1[N:14]=[CH:13][N:12]=[C:11]([NH2:15])[CH:10]=1.[CH2:16]([O:23][C:24]([N:26]1[CH2:31][CH2:30][CH2:29][C@H:28]([C:32](Cl)=[O:33])[CH2:27]1)=[O:25])[C:17]1[CH:22]=[CH:21][CH:20]=[CH:19][CH:18]=1.C(OCC)(=O)C.